From a dataset of Reaction yield outcomes from USPTO patents with 853,638 reactions. Predict the reaction yield, written as a fraction of the theoretical maximum amount of product (1.0 means a 100% yield; for example, 0.34 means a 34% yield). (1) The yield is 0.750. The catalyst is S([O-])([O-])(=O)=O.[Cu+2].C(O)(C)(C)C. The reactants are [CH2:1]([NH:4][C:5](=[O:25])[C:6]1[CH:11]=[CH:10][CH:9]=[N:8][C:7]=1[NH:12][C:13]1[CH:18]=[C:17]([O:19][CH3:20])[C:16]([O:21][CH3:22])=[C:15]([O:23][CH3:24])[CH:14]=1)[C:2]#[CH:3].[N:26]([CH2:29][C:30]1[CH:35]=[CH:34][CH:33]=[C:32]([O:36][C:37]2[CH:42]=[CH:41][CH:40]=[CH:39][CH:38]=2)[CH:31]=1)=[N+:27]=[N-:28].O.O=C1O[C@H]([C@H](CO)O)C([O-])=C1O.[Na+]. The product is [O:36]([C:32]1[CH:31]=[C:30]([CH:35]=[CH:34][CH:33]=1)[CH2:29][N:26]1[CH:3]=[C:2]([CH2:1][NH:4][C:5](=[O:25])[C:6]2[CH:11]=[CH:10][CH:9]=[N:8][C:7]=2[NH:12][C:13]2[CH:18]=[C:17]([O:19][CH3:20])[C:16]([O:21][CH3:22])=[C:15]([O:23][CH3:24])[CH:14]=2)[N:28]=[N:27]1)[C:37]1[CH:38]=[CH:39][CH:40]=[CH:41][CH:42]=1. (2) The reactants are F.F.F.C(N(CC)CC)C.C(N(CC)CC)C.[Si]([O:35][CH2:36][C@H:37]1[O:41][C@@H:40]([N:42]2[CH:49]=[C:48]([CH3:50])[C:46](=[O:47])[NH:45][C:43]2=[O:44])[C@H:39]([O:51][CH2:52][CH2:53][O:54][N:55]([CH3:57])[CH3:56])[C@@H:38]1[OH:58])(C(C)(C)C)(C1C=CC=CC=1)C1C=CC=CC=1.CO. The catalyst is C1COCC1.C(Cl)Cl. The product is [CH3:56][N:55]([CH3:57])[O:54][CH2:53][CH2:52][O:51][C@@H:39]1[C@H:38]([OH:58])[C@@H:37]([CH2:36][OH:35])[O:41][C@H:40]1[N:42]1[CH:49]=[C:48]([CH3:50])[C:46](=[O:47])[NH:45][C:43]1=[O:44]. The yield is 0.925. (3) The reactants are [CH2:1]([C:8]1[CH:9]=[CH:10][C:11]2[O:15][C:14]([C:16]3[CH:17]=[C:18]4[C:23](=[CH:24][CH:25]=3)[CH2:22][N:21]([CH2:26][CH2:27][C:28]([O:30]C(C)(C)C)=[O:29])[CH2:20][CH2:19]4)=[CH:13][C:12]=2[CH:35]=1)[C:2]1[CH:7]=[CH:6][CH:5]=[CH:4][CH:3]=1.C(O)(C(F)(F)F)=O. The catalyst is C(Cl)Cl. The product is [CH2:1]([C:8]1[CH:9]=[CH:10][C:11]2[O:15][C:14]([C:16]3[CH:17]=[C:18]4[C:23](=[CH:24][CH:25]=3)[CH2:22][N:21]([CH2:26][CH2:27][C:28]([OH:30])=[O:29])[CH2:20][CH2:19]4)=[CH:13][C:12]=2[CH:35]=1)[C:2]1[CH:3]=[CH:4][CH:5]=[CH:6][CH:7]=1. The yield is 0.400.